Predict the product of the given reaction. From a dataset of Forward reaction prediction with 1.9M reactions from USPTO patents (1976-2016). (1) Given the reactants [CH2:1]([N:8]1[C:12]2[CH:13]=[CH:14][C:15]3[N:16]([C:17]([CH3:20])=[N:18][N:19]=3)[C:11]=2[CH:10]=[C:9]1[C:21]1[CH:25]=[CH:24][N:23]([C:26]2([CH2:30][C:31]#[N:32])[CH2:29][NH:28][CH2:27]2)[N:22]=1)[C:2]1[CH:7]=[CH:6][CH:5]=[CH:4][CH:3]=1.[CH:33](=O)[CH3:34].C(O[BH-](OC(=O)C)OC(=O)C)(=O)C.[Na+], predict the reaction product. The product is: [CH2:1]([N:8]1[C:12]2[CH:13]=[CH:14][C:15]3[N:16]([C:17]([CH3:20])=[N:18][N:19]=3)[C:11]=2[CH:10]=[C:9]1[C:21]1[CH:25]=[CH:24][N:23]([C:26]2([CH2:30][C:31]#[N:32])[CH2:29][N:28]([CH2:33][CH3:34])[CH2:27]2)[N:22]=1)[C:2]1[CH:7]=[CH:6][CH:5]=[CH:4][CH:3]=1. (2) Given the reactants C(OC([NH:8][C:9]1[C:10]([C:18]([O:20][CH3:21])=[O:19])=[N:11][C:12]([CH2:15][O:16][CH3:17])=[CH:13][CH:14]=1)=O)(C)(C)C.FC(F)(F)C(O)=O.C([O-])([O-])=O.[Na+].[Na+], predict the reaction product. The product is: [CH3:21][O:20][C:18]([C:10]1[C:9]([NH2:8])=[CH:14][CH:13]=[C:12]([CH2:15][O:16][CH3:17])[N:11]=1)=[O:19]. (3) Given the reactants [C:9](O[C:9]([O:11][C:12]([CH3:15])([CH3:14])[CH3:13])=[O:10])([O:11][C:12]([CH3:15])([CH3:14])[CH3:13])=[O:10].[NH2:16][C:17]1[CH:22]=[CH:21][CH:20]=[C:19]([CH3:23])[N:18]=1, predict the reaction product. The product is: [CH3:23][C:19]1[N:18]=[C:17]([NH:16][C:9](=[O:10])[O:11][C:12]([CH3:13])([CH3:14])[CH3:15])[CH:22]=[CH:21][CH:20]=1. (4) Given the reactants [CH2:1]([N:3]1[CH2:9][CH:8]([OH:10])[C:7]2[CH:11]=[CH:12][S:13][C:6]=2[CH2:5][CH2:4]1)[CH3:2].[C:14]([C:17]1[CH:22]=[CH:21][C:20](F)=[C:19]([Cl:24])[CH:18]=1)(=[O:16])[NH2:15], predict the reaction product. The product is: [C:14]([C:17]1[CH:22]=[CH:21][C:20]([O:10][CH:8]2[CH2:9][N:3]([CH2:1][CH3:2])[CH2:4][CH2:5][C:6]3[S:13][CH:12]=[CH:11][C:7]2=3)=[C:19]([Cl:24])[CH:18]=1)(=[O:16])[NH2:15]. (5) The product is: [Cl:21][C:22]1[CH:4]=[C:2]([O:5][C:12]2[C:13]3[C:18](=[CH:17][CH:16]=[CH:15][CH:14]=3)[C:9]([NH2:8])=[CH:10][CH:11]=2)[CH:3]=[CH:24][N:23]=1. Given the reactants C[C:2]([O-:5])([CH3:4])[CH3:3].[K+].Cl.[NH2:8][C:9]1[C:18]2[C:13](=[CH:14][CH:15]=[CH:16][CH:17]=2)[C:12](C=O)=[CH:11][CH:10]=1.[Cl:21][C:22]1C=C(F)C=[CH:24][N:23]=1.C, predict the reaction product. (6) Given the reactants Br[C:2]1[CH:3]=[C:4]([CH2:23][CH2:24][CH3:25])[C:5]([O:19][CH2:20][CH2:21][CH3:22])=[C:6]([NH:8][C:9]([NH:11][C:12]2[CH:17]=[CH:16][C:15]([CH3:18])=[CH:14][CH:13]=2)=[O:10])[CH:7]=1.[C:26]([C:29]1[CH:34]=[CH:33][CH:32]=[CH:31][C:30]=1B(O)O)([OH:28])=[O:27].BrC1C=C(C(C2C=CC=CC=2)C=C)C(OCCC)=C(NC(NC2C=CC(C)=CC=2)=O)C=1, predict the reaction product. The product is: [CH2:20]([O:19][C:5]1[C:6]([NH:8][C:9]([NH:11][C:12]2[CH:17]=[CH:16][C:15]([CH3:18])=[CH:14][CH:13]=2)=[O:10])=[CH:7][C:2]([C:30]2[C:29]([C:26]([OH:28])=[O:27])=[CH:34][CH:33]=[CH:32][CH:31]=2)=[CH:3][C:4]=1[CH2:23][CH2:24][CH3:25])[CH2:21][CH3:22]. (7) Given the reactants [Cl:1][C:2]1[CH:3]=[CH:4][CH:5]=[C:6]2[C:10]=1[C:9](=[O:11])[N:8]([C:12]1[CH:13]=[C:14]([CH:32]=[CH:33][CH:34]=1)[C:15]([NH:17][CH2:18][CH2:19][CH:20]1[CH2:25][CH2:24]N(C3C=CN=CC=3)CC1)=[O:16])[CH2:7]2.C(OC([N:42]1[CH2:47][CH2:46][CH:45]([CH:45]2[CH2:46][CH2:47][NH:42][CH2:43][CH2:44]2)[CH2:44][CH2:43]1)=O)(C)(C)C.ClC1C=CC=C2C=1C(=O)N(C1C=C(C=CC=1)C(O)=O)C2.FC(F)(F)C(O)=O, predict the reaction product. The product is: [N:17]1([C:15]([C:14]2[CH:13]=[C:12]([N:8]3[CH2:7][C:6]4[C:10](=[C:2]([Cl:1])[CH:3]=[CH:4][CH:5]=4)[C:9]3=[O:11])[CH:34]=[CH:33][CH:32]=2)=[O:16])[CH2:18][CH2:19][CH:20]([CH:45]2[CH2:46][CH2:47][NH:42][CH2:43][CH2:44]2)[CH2:25][CH2:24]1. (8) Given the reactants [C:1]([O:13]C)(=[O:12])[C:2]1[CH:11]=[CH:10][C:5]([C:6]([O:8]C)=[O:7])=[CH:4][CH:3]=1.[CH:15]([OH:20])([OH:19])[CH2:16][CH2:17][CH3:18], predict the reaction product. The product is: [C:1]([OH:13])(=[O:12])[C:2]1[CH:11]=[CH:10][C:5]([C:6]([OH:8])=[O:7])=[CH:4][CH:3]=1.[CH:15]([OH:20])([OH:19])[CH2:16][CH2:17][CH3:18]. (9) Given the reactants [C:1]([O:5][C:6]([NH:8][C@H:9]([CH3:16])[CH2:10][O:11][S:12]([CH3:15])(=[O:14])=[O:13])=[O:7])([CH3:4])([CH3:3])[CH3:2].C([C@@](N)(C)CO)(OC(C)(C)C)=O, predict the reaction product. The product is: [C:1]([O:5][C:6]([NH:8][C@@H:9]([CH3:16])[CH2:10][O:11][S:12]([CH3:15])(=[O:14])=[O:13])=[O:7])([CH3:4])([CH3:3])[CH3:2].